Dataset: Full USPTO retrosynthesis dataset with 1.9M reactions from patents (1976-2016). Task: Predict the reactants needed to synthesize the given product. Given the product [O:23]=[C:16]1[N:17]2[C:22]([CH:21]=[CH:20][CH:19]=[CH:18]2)=[C:13]([CH2:12][N:7]2[CH2:6][CH2:5][C:4]3[C:9](=[CH:10][CH:11]=[C:2]([C:29]4[CH:34]=[CH:33][CH:32]=[CH:31][CH:30]=4)[CH:3]=3)[CH2:8]2)[CH:14]=[C:15]1[C:24]([OH:26])=[O:25], predict the reactants needed to synthesize it. The reactants are: Br[C:2]1[CH:3]=[C:4]2[C:9](=[CH:10][CH:11]=1)[CH2:8][N:7]([CH2:12][C:13]1[CH:14]=[C:15]([C:24]([O:26]CC)=[O:25])[C:16](=[O:23])[N:17]3[C:22]=1[CH:21]=[CH:20][CH:19]=[CH:18]3)[CH2:6][CH2:5]2.[C:29]1(B(O)O)[CH:34]=[CH:33][CH:32]=[CH:31][CH:30]=1.C(=O)([O-])[O-].[Cs+].[Cs+].